Dataset: Full USPTO retrosynthesis dataset with 1.9M reactions from patents (1976-2016). Task: Predict the reactants needed to synthesize the given product. (1) The reactants are: Br[C:2]1[N:7]=[C:6]2[C:8]([C:11]([NH:13][C:14]([CH3:17])([CH3:16])[CH3:15])=[O:12])=[CH:9][NH:10][C:5]2=[N:4][CH:3]=1.[CH:18]1[C:27]2[C:22](=[CH:23][CH:24]=[CH:25][C:26]=2B(O)O)[CH:21]=[CH:20][N:19]=1.CC(C1C=C(C(C)C)C(C2C=CC=CC=2P(C2CCCCC2)C2CCCCC2)=C(C(C)C)C=1)C.C([O-])([O-])=O.[Na+].[Na+]. Given the product [C:14]([NH:13][C:11]([C:8]1[C:6]2=[N:7][C:2]([C:26]3[CH:25]=[CH:24][CH:23]=[C:22]4[C:27]=3[CH:18]=[N:19][CH:20]=[CH:21]4)=[CH:3][N:4]=[C:5]2[NH:10][CH:9]=1)=[O:12])([CH3:17])([CH3:16])[CH3:15], predict the reactants needed to synthesize it. (2) Given the product [F:1][C:2]1[CH:3]=[CH:4][C:5]([O:8][CH3:9])=[CH:6][N:7]=1, predict the reactants needed to synthesize it. The reactants are: [F:1][C:2]1[N:7]=[CH:6][C:5]([OH:8])=[CH:4][CH:3]=1.[C:9](=O)([O-])[O-].[K+].[K+].CI.CN(C=O)C. (3) Given the product [CH:1]12[CH2:10][CH:5]3[CH2:6][CH:7]([CH2:9][CH:3]([CH2:4]3)[CH:2]1[NH:11][CH:20]([C:14]1[CH:15]=[CH:16][C:17]([OH:19])=[CH:18][C:13]=1[OH:12])[CH3:21])[CH2:8]2, predict the reactants needed to synthesize it. The reactants are: [CH:1]12[CH2:10][CH:5]3[CH2:6][CH:7]([CH2:9][CH:3]([CH2:4]3)[CH:2]1[NH2:11])[CH2:8]2.[OH:12][C:13]1[CH:18]=[C:17]([OH:19])[CH:16]=[CH:15][C:14]=1[C:20](=O)[CH3:21].